Task: Predict which catalyst facilitates the given reaction.. Dataset: Catalyst prediction with 721,799 reactions and 888 catalyst types from USPTO (1) Reactant: [CH:1]1([CH2:4][N:5]([CH3:22])[CH2:6][CH2:7][N:8]2[CH:12]=[C:11]([C:13]3[CH:18]=[C:17]([C:19]([OH:21])=O)[CH:16]=[CH:15][N:14]=3)[N:10]=[CH:9]2)[CH2:3][CH2:2]1.[N:23]#[C:24][NH2:25].CN(C(ON1N=NC2C=CC=NC1=2)=[N+](C)C)C.F[P-](F)(F)(F)(F)F. Product: [C:24]([NH:25][C:19]([C:17]1[CH:16]=[CH:15][N:14]=[C:13]([C:11]2[N:10]=[CH:9][N:8]([CH2:7][CH2:6][N:5]([CH2:4][CH:1]3[CH2:2][CH2:3]3)[CH3:22])[CH:12]=2)[CH:18]=1)=[O:21])#[N:23]. The catalyst class is: 3. (2) Reactant: [NH2:1][C:2]1[CH:8]=[C:7]([Br:9])[CH:6]=[CH:5][C:3]=1[NH2:4].[N:10]1([C:18]([O:20][C:21]([CH3:24])([CH3:23])[CH3:22])=[O:19])[CH2:17][CH2:16][CH2:15][C@H:11]1[C:12](O)=[O:13].CN(C(ON1N=NC2C=CC=NC1=2)=[N+](C)C)C.F[P-](F)(F)(F)(F)F.C(N(C(C)C)CC)(C)C. Product: [NH2:4][C:3]1[CH:5]=[CH:6][C:7]([Br:9])=[CH:8][C:2]=1[NH:1][C:12]([C@@H:11]1[CH2:15][CH2:16][CH2:17][N:10]1[C:18]([O:20][C:21]([CH3:24])([CH3:23])[CH3:22])=[O:19])=[O:13]. The catalyst class is: 16. (3) Reactant: [H-].[Al+3].[Li+].[H-].[H-].[H-].[Cl:7][C:8]1[CH:13]=[CH:12][CH:11]=[C:10]([F:14])[C:9]=1[C:15]1[N:19]=[C:18]([CH3:20])[N:17]([C:21]2[CH:31]=[CH:30][C:24]([C:25](OCC)=[O:26])=[CH:23][CH:22]=2)[N:16]=1.C(OCC)(=O)C.[OH-].[Na+]. Product: [Cl:7][C:8]1[CH:13]=[CH:12][CH:11]=[C:10]([F:14])[C:9]=1[C:15]1[N:19]=[C:18]([CH3:20])[N:17]([C:21]2[CH:31]=[CH:30][C:24]([CH2:25][OH:26])=[CH:23][CH:22]=2)[N:16]=1. The catalyst class is: 1. (4) Reactant: [NH2:1][C:2]1[N:7]=[CH:6][CH:5]=[CH:4][N:3]=1.[CH2:8](Br)[C:9]#[CH:10]. Product: [CH2:10]([NH:1][C:2]1[N:7]=[CH:6][CH:5]=[CH:4][N:3]=1)[C:9]#[CH:8]. The catalyst class is: 8. (5) Reactant: [O:1]=[C:2]1[C:6]2([CH2:11][CH2:10][NH:9][CH2:8][CH2:7]2)[N:5]([C:12]2[CH:17]=[CH:16][CH:15]=[CH:14][CH:13]=2)[CH2:4][N:3]1[CH2:18][C:19]1[CH:20]=[C:21]([CH:29]=[CH:30][CH:31]=1)[C:22]([O:24][C:25]([CH3:28])([CH3:27])[CH3:26])=[O:23].Cl[CH2:33][CH2:34][CH2:35][N:36]1[C:44]2[C:39](=[CH:40][CH:41]=[CH:42][CH:43]=2)[C:38]([CH2:45][CH2:46][C:47]([O:49][CH3:50])=[O:48])=[CH:37]1.[I-].[Na+].C(=O)([O-])[O-].[K+].[K+]. Product: [CH3:50][O:49][C:47](=[O:48])[CH2:46][CH2:45][C:38]1[C:39]2[C:44](=[CH:43][CH:42]=[CH:41][CH:40]=2)[N:36]([CH2:35][CH2:34][CH2:33][N:9]2[CH2:10][CH2:11][C:6]3([N:5]([C:12]4[CH:13]=[CH:14][CH:15]=[CH:16][CH:17]=4)[CH2:4][N:3]([CH2:18][C:19]4[CH:20]=[C:21]([CH:29]=[CH:30][CH:31]=4)[C:22]([O:24][C:25]([CH3:28])([CH3:26])[CH3:27])=[O:23])[C:2]3=[O:1])[CH2:7][CH2:8]2)[CH:37]=1. The catalyst class is: 131.